The task is: Predict the reactants needed to synthesize the given product.. This data is from Full USPTO retrosynthesis dataset with 1.9M reactions from patents (1976-2016). (1) Given the product [OH:34][C@H:35]1[CH2:40][CH2:39][C@H:38]([NH:41][C:42]2[CH:49]=[C:48]([N:50]3[C:54]4=[N:55][CH:56]=[CH:57][C:58]([C:59]5[CH:60]=[C:61]6[CH:67]=[CH:66][N:65]([CH2:68][O:69][CH3:70])[C:62]6=[N:63][CH:64]=5)=[C:53]4[C:52]([CH:71]([CH3:73])[CH3:72])=[N:51]3)[CH:47]=[CH:46][C:43]=2[C:44]([NH2:45])=[O:29])[CH2:37][CH2:36]1, predict the reactants needed to synthesize it. The reactants are: BrC1C=C(N2C3=NC=CC(C4C=C5C=CN(C[O:29]C)C5=NC=4)=C3C(C(C)C)=N2)C=CC=1C#N.[OH:34][C@H:35]1[CH2:40][CH2:39][C@H:38]([NH:41][C:42]2[CH:49]=[C:48]([N:50]3[C:54]4=[N:55][CH:56]=[CH:57][C:58]([C:59]5[CH:60]=[C:61]6[CH:67]=[CH:66][N:65]([CH2:68][O:69][CH3:70])[C:62]6=[N:63][CH:64]=5)=[C:53]4[C:52]([CH:71]([CH3:73])[CH3:72])=[N:51]3)[CH:47]=[CH:46][C:43]=2[C:44]#[N:45])[CH2:37][CH2:36]1. (2) Given the product [S:28]([O:30][S:28]([OH:31])(=[O:30])=[O:29])([OH:29])(=[O:32])=[O:31].[N:1]1[CH:6]=[CH:5][CH:4]=[CH:3][C:2]=1[O:7][CH2:8][C:9]1[CH:27]=[CH:26][C:12]([CH2:13][C:14]2[CH:18]=[C:17]([C:19]3[C:20]([NH2:25])=[N:21][CH:22]=[CH:23][CH:24]=3)[O:16][N:15]=2)=[CH:11][CH:10]=1, predict the reactants needed to synthesize it. The reactants are: [N:1]1[CH:6]=[CH:5][CH:4]=[CH:3][C:2]=1[O:7][CH2:8][C:9]1[CH:27]=[CH:26][C:12]([CH2:13][C:14]2[CH:18]=[C:17]([C:19]3[C:20]([NH2:25])=[N:21][CH:22]=[CH:23][CH:24]=3)[O:16][N:15]=2)=[CH:11][CH:10]=1.[S:28](=[O:32])(=[O:31])([OH:30])[OH:29]. (3) Given the product [CH2:1]([C:8]1[NH:30][C:11]2[N:12]=[N:13][C:14]([CH2:16][CH2:17][CH2:18][CH2:19][C:20]3[S:24][C:23]([C:25]([O:27][CH2:28][CH3:29])=[O:26])=[N:22][N:21]=3)=[CH:15][C:10]=2[CH:9]=1)[C:2]1[CH:7]=[CH:6][CH:5]=[CH:4][CH:3]=1, predict the reactants needed to synthesize it. The reactants are: [CH2:1]([C:8]1[NH:30][C:11]2[N:12]=[N:13][C:14]([C:16]#[C:17][CH2:18][CH2:19][C:20]3[S:24][C:23]([C:25]([O:27][CH2:28][CH3:29])=[O:26])=[N:22][N:21]=3)=[CH:15][C:10]=2[CH:9]=1)[C:2]1[CH:7]=[CH:6][CH:5]=[CH:4][CH:3]=1.CC(O)=O.